This data is from Full USPTO retrosynthesis dataset with 1.9M reactions from patents (1976-2016). The task is: Predict the reactants needed to synthesize the given product. (1) Given the product [C:32]([O:13][N:8]1[C:9]([CH3:12])([CH3:11])[CH2:10][CH:5]([O:4][C:1](=[O:3])[CH3:2])[CH2:6][C:7]1([CH3:15])[CH3:14])([C:26]1[CH:31]=[CH:30][CH:29]=[CH:28][CH:27]=1)([CH3:34])[CH3:33], predict the reactants needed to synthesize it. The reactants are: [C:1]([O:4][CH:5]1[CH2:10][C:9]([CH3:12])([CH3:11])[NH+:8]([O-:13])[C:7]([CH3:15])([CH3:14])[CH2:6]1)(=[O:3])[CH3:2].C(OOC(C)(C)C)(C)(C)C.[C:26]1([CH:32]([CH3:34])[CH3:33])[CH:31]=[CH:30][CH:29]=[CH:28][CH:27]=1. (2) Given the product [F:1][C:2]1[CH:3]=[C:4]([C:5]2[C:18]([C:19]([O:21][CH3:22])=[O:20])=[C:17]([C:16]([O:24][CH3:25])=[O:23])[O:7][N:6]=2)[CH:9]=[CH:10][C:11]=1[C:12]([F:15])([F:14])[F:13], predict the reactants needed to synthesize it. The reactants are: [F:1][C:2]1[CH:3]=[C:4]([CH:9]=[CH:10][C:11]=1[C:12]([F:15])([F:14])[F:13])[C:5](Cl)=[N:6][OH:7].[C:16]([O:24][CH3:25])(=[O:23])[C:17]#[C:18][C:19]([O:21][CH3:22])=[O:20].C(N(CC)CC)C. (3) Given the product [CH3:43][C:38]1([CH3:44])[C:39]([CH3:42])([CH3:41])[O:40][B:36]([C:2]2[CH:3]=[C:4]3[C:10]([C:11]4[N:12]([S:16]([C:19]5[CH:24]=[CH:23][C:22]([CH3:25])=[CH:21][CH:20]=5)(=[O:18])=[O:17])[N:13]=[CH:14][CH:15]=4)=[CH:9][N:8]([S:26]([C:29]4[CH:34]=[CH:33][C:32]([CH3:35])=[CH:31][CH:30]=4)(=[O:28])=[O:27])[C:5]3=[N:6][CH:7]=2)[O:37]1, predict the reactants needed to synthesize it. The reactants are: Br[C:2]1[CH:3]=[C:4]2[C:10]([C:11]3[N:12]([S:16]([C:19]4[CH:24]=[CH:23][C:22]([CH3:25])=[CH:21][CH:20]=4)(=[O:18])=[O:17])[N:13]=[CH:14][CH:15]=3)=[CH:9][N:8]([S:26]([C:29]3[CH:34]=[CH:33][C:32]([CH3:35])=[CH:31][CH:30]=3)(=[O:28])=[O:27])[C:5]2=[N:6][CH:7]=1.[B:36]1([B:36]2[O:40][C:39]([CH3:42])([CH3:41])[C:38]([CH3:44])([CH3:43])[O:37]2)[O:40][C:39]([CH3:42])([CH3:41])[C:38]([CH3:44])([CH3:43])[O:37]1.ClCCl.C([O-])(=O)C.[Na+]. (4) Given the product [CH3:1][O:2][C:3](=[O:29])[C:4]1[CH:9]=[CH:8][CH:7]=[C:6]([S:10][C:11]2[C:19]3[C:14](=[CH:15][C:16]([C:30]4[CH:35]=[CH:34][CH:33]=[CH:32][CH:31]=4)=[CH:17][CH:18]=3)[N:13]([CH2:21][C:22]3[CH:27]=[CH:26][CH:25]=[CH:24][CH:23]=3)[C:12]=2[CH3:28])[CH:5]=1, predict the reactants needed to synthesize it. The reactants are: [CH3:1][O:2][C:3](=[O:29])[C:4]1[CH:9]=[CH:8][CH:7]=[C:6]([S:10][C:11]2[C:19]3[C:14](=[CH:15][C:16](Br)=[CH:17][CH:18]=3)[N:13]([CH2:21][C:22]3[CH:27]=[CH:26][CH:25]=[CH:24][CH:23]=3)[C:12]=2[CH3:28])[CH:5]=1.[C:30]1(B(O)O)[CH:35]=[CH:34][CH:33]=[CH:32][CH:31]=1.C([O-])(O)=O.[Na+]. (5) Given the product [F:31][C:29]1[CH:30]=[C:25]([C@@H:23]([NH2:20])[CH3:24])[CH:26]=[C:27]([F:33])[C:28]=1[F:32], predict the reactants needed to synthesize it. The reactants are: C1(P(C2C=CC=CC=2)C2C=CC=CC=2)C=CC=CC=1.[N:20]([C@H:23]([C:25]1[CH:26]=[C:27]([F:33])[C:28]([F:32])=[C:29]([F:31])[CH:30]=1)[CH3:24])=[N+]=[N-].O.C(OCC)(=O)C. (6) Given the product [OH:4][NH:5][C:6]([CH:8]1[C:13]([OH:15])([CH3:14])[CH2:12][CH2:11][CH2:10][N:9]1[S:16]([C:19]1[CH:20]=[CH:21][C:22]([O:25][CH2:26][C:27]2[CH:28]=[CH:29][C:30]([F:33])=[CH:31][CH:32]=2)=[CH:23][CH:24]=1)(=[O:18])=[O:17])=[O:7], predict the reactants needed to synthesize it. The reactants are: C([O:4][NH:5][C:6]([CH:8]1[C:13]([OH:15])([CH3:14])[CH2:12][CH2:11][CH2:10][N:9]1[S:16]([C:19]1[CH:24]=[CH:23][C:22]([O:25][CH2:26][C:27]2[CH:32]=[CH:31][C:30]([F:33])=[CH:29][CH:28]=2)=[CH:21][CH:20]=1)(=[O:18])=[O:17])=[O:7])C=C.C([O-])=O.C([NH+](CC)CC)C.C(#N)C. (7) Given the product [NH:1]1[C:9]2[C:4](=[CH:5][CH:6]=[CH:7][CH:8]=2)[C:3]([CH:10]=[CH:11][C:12]([NH:15][C:16]2[CH:17]=[C:18]([CH:22]=[CH:23][C:24]=2[OH:25])[C:19]([NH2:21])=[O:20])=[O:14])=[CH:2]1, predict the reactants needed to synthesize it. The reactants are: [NH:1]1[C:9]2[C:4](=[CH:5][CH:6]=[CH:7][CH:8]=2)[C:3](/[CH:10]=[CH:11]/[C:12]([OH:14])=O)=[CH:2]1.[NH2:15][C:16]1[CH:17]=[C:18]([CH:22]=[CH:23][C:24]=1[OH:25])[C:19]([NH2:21])=[O:20].C1CN([P+](ON2N=NC3C=CC=CC2=3)(N2CCCC2)N2CCCC2)CC1.F[P-](F)(F)(F)(F)F.CCN(C(C)C)C(C)C. (8) The reactants are: [H-].[Na+].Br[C:4]1[CH:5]=[N:6][CH:7]=[C:8]([Br:10])[CH:9]=1.[Cl-].[NH4+].[C:13]1([SH:19])[CH:18]=[CH:17][CH:16]=[CH:15][CH:14]=1. Given the product [Br:10][C:8]1[CH:7]=[N:6][CH:5]=[C:4]([S:19][C:13]2[CH:18]=[CH:17][CH:16]=[CH:15][CH:14]=2)[CH:9]=1, predict the reactants needed to synthesize it. (9) Given the product [F:1][C:2]1[CH:3]=[C:4]([C:20]2[C:21]([C:22]#[N:23])=[CH:24][CH:25]=[CH:26][CH:27]=2)[CH:5]=[C:6]([N+:8]([O-:10])=[O:9])[CH:7]=1, predict the reactants needed to synthesize it. The reactants are: [F:1][C:2]1[CH:3]=[C:4](B2OCC(C)(C)CO2)[CH:5]=[C:6]([N+:8]([O-:10])=[O:9])[CH:7]=1.Br[C:20]1[CH:27]=[CH:26][CH:25]=[CH:24][C:21]=1[C:22]#[N:23].